Dataset: Full USPTO retrosynthesis dataset with 1.9M reactions from patents (1976-2016). Task: Predict the reactants needed to synthesize the given product. (1) Given the product [Cl:16][C:17]1[CH:18]=[C:19]([CH:27]=[CH:28][CH:29]=1)[CH2:20][N:21]1[CH:25]=[N:24][C:23]([NH:26][C:2]2[CH:3]=[CH:4][C:5]([N:10]3[CH:14]=[C:13]([CH3:15])[N:12]=[CH:11]3)=[C:6]([CH:9]=2)[C:7]#[N:8])=[N:22]1, predict the reactants needed to synthesize it. The reactants are: Br[C:2]1[CH:3]=[CH:4][C:5]([N:10]2[CH:14]=[C:13]([CH3:15])[N:12]=[CH:11]2)=[C:6]([CH:9]=1)[C:7]#[N:8].[Cl:16][C:17]1[CH:18]=[C:19]([CH:27]=[CH:28][CH:29]=1)[CH2:20][N:21]1[CH:25]=[N:24][C:23]([NH2:26])=[N:22]1. (2) Given the product [CH2:1]([O:3][C:4](=[O:16])[CH2:5][N:6]1[C:14]2[C:9](=[CH:10][CH:11]=[C:12]([O:15][CH2:26][CH2:25][C:24]3[N:20]([CH2:19][C:18]([F:40])([F:17])[F:39])[N:21]=[C:22]([C:28]4[CH:33]=[CH:32][C:31]([O:34][C:35]([F:37])([F:38])[F:36])=[CH:30][CH:29]=4)[CH:23]=3)[CH:13]=2)[CH:8]=[CH:7]1)[CH3:2], predict the reactants needed to synthesize it. The reactants are: [CH2:1]([O:3][C:4](=[O:16])[CH2:5][N:6]1[C:14]2[C:9](=[CH:10][CH:11]=[C:12]([OH:15])[CH:13]=2)[CH:8]=[CH:7]1)[CH3:2].[F:17][C:18]([F:40])([F:39])[CH2:19][N:20]1[C:24]([CH2:25][CH2:26]O)=[CH:23][C:22]([C:28]2[CH:33]=[CH:32][C:31]([O:34][C:35]([F:38])([F:37])[F:36])=[CH:30][CH:29]=2)=[N:21]1.N(C(OC(C)(C)C)=O)=NC(OC(C)(C)C)=O.C1(P(C2C=CC=CC=2)C2C=CC=CC=2)C=CC=CC=1. (3) Given the product [O:1]=[C:2]1[NH:7][N:6]=[C:5]([C:8]2[S:12][C:11]([C:13]([NH2:33])=[O:14])=[N:10][C:9]=2[C:18]2[CH:23]=[CH:22][CH:21]=[CH:20][CH:19]=2)[CH:4]=[CH:3]1, predict the reactants needed to synthesize it. The reactants are: [O:1]=[C:2]1[NH:7][N:6]=[C:5]([C:8]2[S:12][C:11]([C:13](OCC)=[O:14])=[N:10][C:9]=2[C:18]2[CH:23]=[CH:22][CH:21]=[CH:20][CH:19]=2)[CH:4]=[CH:3]1.CC(C)([O-])C.[K+].O.C([NH2:33])=O. (4) Given the product [CH:1]1[C:10]2[C:5](=[CH:6][CH:7]=[CH:8][CH:9]=2)[CH:4]=[CH:3][C:2]=1[C:11]1[CH:16]=[CH:15][N:14]=[C:13]([N:17]2[CH2:21][CH2:20][C@H:19]([NH:22][C:54](=[O:56])[CH3:55])[CH2:18]2)[N:12]=1, predict the reactants needed to synthesize it. The reactants are: [CH:1]1[C:10]2[C:5](=[CH:6][CH:7]=[CH:8][CH:9]=2)[CH:4]=[CH:3][C:2]=1[C:11]1[CH:16]=[CH:15][N:14]=[C:13]([N:17]2[CH2:21][CH2:20][C@H:19]([NH2:22])[CH2:18]2)[N:12]=1.C1C2C(=CC=CC=2)C=CC=1C1C=CN=C(N2CCC(N)C2)N=1.C(N(C(C)C)CC)(C)C.[C:54](Cl)(=[O:56])[CH3:55]. (5) Given the product [OH:13][C@H:14]([CH2:15][NH:10][CH2:9][C:6]1[CH:7]=[N:8][C:3]([C:2]([F:11])([F:1])[F:12])=[CH:4][CH:5]=1)[C@@H:16]([NH:24][C:25](=[O:31])[O:26][C:27]([CH3:29])([CH3:28])[CH3:30])[CH2:17][C:18]1[CH:23]=[CH:22][CH:21]=[CH:20][CH:19]=1, predict the reactants needed to synthesize it. The reactants are: [F:1][C:2]([F:12])([F:11])[C:3]1[N:8]=[CH:7][C:6]([CH2:9][NH2:10])=[CH:5][CH:4]=1.[O:13]1[CH2:15][CH:14]1[CH:16]([NH:24][C:25](=[O:31])[O:26][C:27]([CH3:30])([CH3:29])[CH3:28])[CH2:17][C:18]1[CH:23]=[CH:22][CH:21]=[CH:20][CH:19]=1.